Dataset: Reaction yield outcomes from USPTO patents with 853,638 reactions. Task: Predict the reaction yield, written as a fraction of the theoretical maximum amount of product (1.0 means a 100% yield; for example, 0.34 means a 34% yield). (1) The reactants are [Cl:1][C:2]1[C:11]2[C:6](=[C:7]([N+:12]([O-])=O)[CH:8]=[CH:9][CH:10]=2)[CH:5]=[CH:4][CH:3]=1.[CH3:15][C:16](OC(C)=O)=[O:17]. The catalyst is CC(O)=O.[Fe]. The product is [NH:12]([C:7]1[C:6]2[C:11](=[C:2]([Cl:1])[CH:3]=[CH:4][CH:5]=2)[CH:10]=[CH:9][CH:8]=1)[C:16]([CH3:15])=[O:17]. The yield is 0.950. (2) No catalyst specified. The yield is 0.850. The reactants are Cl.[F:2][C:3]1[CH:4]=[C:5]([CH:19]=[CH:20][CH:21]=1)[CH2:6][O:7][C:8]1[CH:18]=[CH:17][C:11]2[CH2:12][CH2:13][NH:14][CH2:15][CH2:16][C:10]=2[CH:9]=1.Br[CH:23]([CH3:27])[C:24]([NH2:26])=[O:25].C(=O)([O-])[O-].[K+].[K+]. The product is [F:2][C:3]1[CH:4]=[C:5]([CH:19]=[CH:20][CH:21]=1)[CH2:6][O:7][C:8]1[CH:18]=[CH:17][C:11]2[CH2:12][CH2:13][N:14]([CH:23]([CH3:27])[C:24]([NH2:26])=[O:25])[CH2:15][CH2:16][C:10]=2[CH:9]=1. (3) The product is [NH2:23][C@@H:24]([CH2:25][CH2:26][CH2:27][CH2:28][N:29]([CH2:30][C:31]([O:32][C:33]([CH3:36])([CH3:35])[CH3:34])=[O:37])[CH2:38][C:39]1[S:40][CH:41]=[CH:42][N:43]=1)[C:44]([OH:46])=[O:45]. The reactants are N1CCCCC1.C1C2C(COC(=O)[NH:23][C@H:24]([C:44]([OH:46])=[O:45])[CH2:25][CH2:26][CH2:27][CH2:28][N:29]([CH2:38][C:39]3[S:40][CH:41]=[CH:42][N:43]=3)[CH2:30][C:31](=[O:37])[O:32][C:33]([CH3:36])([CH3:35])[CH3:34])C3C(=CC=CC=3)C=2C=CC=1. The yield is 0.350. The catalyst is CN(C=O)C.